From a dataset of Full USPTO retrosynthesis dataset with 1.9M reactions from patents (1976-2016). Predict the reactants needed to synthesize the given product. (1) Given the product [O:1]1[C:5]2[CH:6]=[CH:7][CH:8]=[CH:9][C:4]=2[C:3]([N:10]2[CH2:15][CH2:14][N:13]([CH2:16][CH2:17][CH2:18][C:19]3[CH:20]=[C:21]4[C:25](=[CH:26][CH:27]=3)[C:24]([CH3:28])([CH3:29])[CH:23]([OH:30])[C:22]4([CH3:32])[CH3:31])[CH2:12][CH2:11]2)=[N:2]1, predict the reactants needed to synthesize it. The reactants are: [O:1]1[C:5]2[CH:6]=[CH:7][CH:8]=[CH:9][C:4]=2[C:3]([N:10]2[CH2:15][CH2:14][N:13]([CH2:16][CH2:17][CH2:18][C:19]3[CH:20]=[C:21]4[C:25](=[CH:26][CH:27]=3)[C:24]([CH3:29])([CH3:28])[C:23](=[O:30])[C:22]4([CH3:32])[CH3:31])[CH2:12][CH2:11]2)=[N:2]1.[BH4-].[Na+]. (2) Given the product [CH3:43][N:44]([CH3:49])[CH2:45][CH2:46][CH2:47][NH:48][C:13]([C:11]1[N:10]([CH3:18])[N:9]=[C:8]([C:5]2[N:6]=[CH:7][C:2]([F:1])=[C:3]3[C:21]([C:22](=[O:42])[C:23](=[O:41])[N:24]4[CH2:29][CH2:28][N:27]([C:30]5[N:34]([C:35]6[CH:36]=[CH:37][CH:38]=[CH:39][CH:40]=6)[N:33]=[N:32][N:31]=5)[CH2:26][CH2:25]4)=[CH:20][NH:19][C:4]=23)[CH:12]=1)=[O:15], predict the reactants needed to synthesize it. The reactants are: [F:1][C:2]1[CH:7]=[N:6][C:5]([C:8]2[CH:12]=[C:11]([C:13]([O:15]CC)=O)[N:10]([CH3:18])[N:9]=2)=[C:4]2[NH:19][CH:20]=[C:21]([C:22](=[O:42])[C:23](=[O:41])[N:24]3[CH2:29][CH2:28][N:27]([C:30]4[N:34]([C:35]5[CH:40]=[CH:39][CH:38]=[CH:37][CH:36]=5)[N:33]=[N:32][N:31]=4)[CH2:26][CH2:25]3)[C:3]=12.[CH3:43][N:44]([CH3:49])[CH2:45][CH2:46][CH2:47][NH2:48].